Dataset: Forward reaction prediction with 1.9M reactions from USPTO patents (1976-2016). Task: Predict the product of the given reaction. (1) Given the reactants Cl[C:2]1[C:7]2[N:8]=[CH:9][NH:10][C:6]=2[CH:5]=[CH:4][N:3]=1.[Li][N:12]=[N+]=[N-], predict the reaction product. The product is: [CH:5]1[C:6]2=[N:10][CH:9]=[N:8][C:7]2=[C:2]([NH2:12])[NH:3][CH:4]=1. (2) Given the reactants [Br:1][C:2]1[CH:11]=[C:10]2[C:5]([CH:6]=[N:7][N:8]=[C:9]2[OH:12])=[CH:4][N:3]=1.[F:13][C:14]([F:24])([F:23])[C:15]1[CH:16]=[C:17]([CH:20]=[CH:21][CH:22]=1)[CH2:18]Br.C(=O)([O-])[O-].[Cs+].[Cs+], predict the reaction product. The product is: [Br:1][C:2]1[CH:11]=[C:10]2[C:5]([CH:6]=[N:7][N:8]([CH2:18][C:17]3[CH:20]=[CH:21][CH:22]=[C:15]([C:14]([F:13])([F:23])[F:24])[CH:16]=3)[C:9]2=[O:12])=[CH:4][N:3]=1. (3) Given the reactants F[C:2]1[CH:3]=[N:4][CH:5]=[CH:6][C:7]=1[C:8]1[CH:17]=[CH:16][C:11]([C:12]([O:14]C)=[O:13])=[CH:10][C:9]=1[C:18](=[O:21])[NH:19][CH3:20].C([O-])([O-])=O.[Cs+].[Cs+], predict the reaction product. The product is: [CH3:20][N:19]1[C:6]2[C:7](=[CH:2][CH:3]=[N:4][CH:5]=2)[C:8]2[CH:17]=[CH:16][C:11]([C:12]([OH:14])=[O:13])=[CH:10][C:9]=2[C:18]1=[O:21]. (4) Given the reactants [F:1][C:2]1[CH:10]=[CH:9][C:5](/[CH:6]=[N:7]/[OH:8])=[CH:4][CH:3]=1.[C:11]([O:15][CH3:16])(=[O:14])[C:12]#[CH:13].[Cl-].[K+].OOS([O-])=O.[K+], predict the reaction product. The product is: [F:1][C:2]1[CH:10]=[CH:9][C:5]([C:6]2[CH:13]=[C:12]([C:11]([O:15][CH3:16])=[O:14])[O:8][N:7]=2)=[CH:4][CH:3]=1. (5) Given the reactants [Cl:1][C:2]1[C:3]2[CH:18]=[CH:17][NH:16][C:4]=2[N:5]=[C:6]([S:8][C:9]2[CH:14]=[CH:13][C:12]([F:15])=[CH:11][CH:10]=2)[N:7]=1.[H-].[Na+].Br[CH:22]([CH3:24])[CH3:23].[I-].[Na+], predict the reaction product. The product is: [Cl:1][C:2]1[C:3]2[CH:18]=[CH:17][N:16]([CH:22]([CH3:24])[CH3:23])[C:4]=2[N:5]=[C:6]([S:8][C:9]2[CH:10]=[CH:11][C:12]([F:15])=[CH:13][CH:14]=2)[N:7]=1.